From a dataset of Forward reaction prediction with 1.9M reactions from USPTO patents (1976-2016). Predict the product of the given reaction. (1) Given the reactants C([O:8][C:9]1[C:10](=[O:18])[CH:11]=[C:12]([CH:15]([F:17])[F:16])[NH:13][CH:14]=1)C1C=CC=CC=1, predict the reaction product. The product is: [F:17][CH:15]([F:16])[C:12]1[NH:13][CH:14]=[C:9]([OH:8])[C:10](=[O:18])[CH:11]=1. (2) The product is: [CH2:1]([O:8][C:9]([NH:11][C:12]1[CH:17]=[CH:16][C:15]([C:18]2[O:19][CH:20]=[C:21]([C:23]([O:25][CH3:26])=[O:24])[N:22]=2)=[CH:14][C:13]=1[CH3:27])=[O:10])[C:2]1[CH:7]=[CH:6][CH:5]=[CH:4][CH:3]=1. Given the reactants [CH2:1]([O:8][C:9]([NH:11][C:12]1[CH:17]=[CH:16][C:15]([C:18]2[O:19][CH2:20][CH:21]([C:23]([O:25][CH3:26])=[O:24])[N:22]=2)=[CH:14][C:13]=1[CH3:27])=[O:10])[C:2]1[CH:7]=[CH:6][CH:5]=[CH:4][CH:3]=1.BrCC(Cl)(Cl)Cl.C1CCN2C(=NCCC2)CC1, predict the reaction product.